From a dataset of Full USPTO retrosynthesis dataset with 1.9M reactions from patents (1976-2016). Predict the reactants needed to synthesize the given product. Given the product [CH:20]([C:19]1[CH:18]=[CH:17][C:16]2[C:15]3[CH:10]=[C:11]4[CH2:43][CH2:44][CH2:45][C:37](=[O:40])[C:12]4=[CH:13][C:14]=3[O:35][CH2:36][C:2]=2[CH:1]=1)=[CH2:21], predict the reactants needed to synthesize it. The reactants are: [CH:1]([B-](F)(F)F)=[CH2:2].[K+].CO[C:10]1[CH:11]=[CH:12][CH:13]=[C:14]([O:35][CH3:36])[C:15]=1[C:16]1[CH:17]=[CH:18][CH:19]=[CH:20][C:21]=1P(C1CCCCC1)C1CCCCC1.[C:37]([O-:40])([O-])=O.[K+].[K+].[CH2:43](O)[CH2:44][CH3:45].